Task: Predict the reaction yield, written as a fraction of the theoretical maximum amount of product (1.0 means a 100% yield; for example, 0.34 means a 34% yield).. Dataset: Reaction yield outcomes from USPTO patents with 853,638 reactions (1) The product is [CH3:30][O:31][C:32]1[CH:33]=[C:34](/[C:35](=[CH:26]/[C:24]2[S:25][C:21]([N:20]([CH2:19][CH2:18][N:17]([CH3:29])[CH3:16])[CH3:28])=[CH:22][CH:23]=2)/[C:36]#[N:37])[CH:38]=[CH:39][C:40]=1[O:41][CH3:42]. The reactants are CN(C)CCNC.BrC1SC(C=O)=CC=1.[CH3:16][N:17]([CH3:29])[CH2:18][CH2:19][N:20]([CH3:28])[C:21]1[S:25][C:24]([CH:26]=O)=[CH:23][CH:22]=1.[CH3:30][O:31][C:32]1[CH:33]=[C:34]([CH:38]=[CH:39][C:40]=1[O:41][CH3:42])[CH2:35][C:36]#[N:37]. The yield is 0.320. No catalyst specified. (2) The reactants are [OH:1][C:2]1[C:7]([O:8][CH3:9])=[CH:6][C:5]([C:10](=[O:12])[CH3:11])=[CH:4][C:3]=1[O:13][CH3:14].[Si:15](Cl)([C:18]([CH3:21])([CH3:20])[CH3:19])([CH3:17])[CH3:16].N1C=CN=C1. The catalyst is CN(C)C=O. The product is [CH3:14][O:13][C:3]1[CH:4]=[C:5]([C:10](=[O:12])[CH3:11])[CH:6]=[C:7]([O:8][CH3:9])[C:2]=1[O:1][Si:15]([C:18]([CH3:21])([CH3:20])[CH3:19])([CH3:17])[CH3:16]. The yield is 0.810.